Task: Predict the reaction yield, written as a fraction of the theoretical maximum amount of product (1.0 means a 100% yield; for example, 0.34 means a 34% yield).. Dataset: Reaction yield outcomes from USPTO patents with 853,638 reactions The reactants are [O:1]1[CH2:6][CH2:5][CH:4]([O:7][C:8]2[CH:9]=[CH:10][CH:11]=[C:12]3[C:17]=2[N:16]=[C:15]([NH:18][C@H:19]2[CH2:24][CH2:23][C@H:22]([NH2:25])[CH2:21][CH2:20]2)[N:14]=[CH:13]3)[CH2:3][CH2:2]1.[C:26](Cl)(=[O:28])[CH3:27].CCN(CC)CC.CO. The catalyst is C(Cl)Cl. The product is [O:1]1[CH2:2][CH2:3][CH:4]([O:7][C:8]2[CH:9]=[CH:10][CH:11]=[C:12]3[C:17]=2[N:16]=[C:15]([NH:18][C@H:19]2[CH2:24][CH2:23][C@H:22]([NH:25][C:26](=[O:28])[CH3:27])[CH2:21][CH2:20]2)[N:14]=[CH:13]3)[CH2:5][CH2:6]1. The yield is 0.545.